This data is from Reaction yield outcomes from USPTO patents with 853,638 reactions. The task is: Predict the reaction yield, written as a fraction of the theoretical maximum amount of product (1.0 means a 100% yield; for example, 0.34 means a 34% yield). (1) The reactants are Cl.[Cl:2][C:3]1[CH:31]=[C:30]([NH:32][C:33]([NH:35][C:36]2[CH:41]=[N:40][C:39]([C:42]#[N:43])=[CH:38][N:37]=2)=[O:34])[C:29]([O:44][CH3:45])=[CH:28][C:4]=1[CH2:5][CH2:6][N:7]([C@H:15]([CH:17]1[CH2:22][CH2:21][N:20]([C:23]([CH:25]2[CH2:27][CH2:26]2)=[O:24])[CH2:19][CH2:18]1)[CH3:16])C(=O)OC(C)(C)C. The catalyst is O1CCOCC1.C(#N)C.C(OCC)C. The product is [ClH:2].[Cl:2][C:3]1[C:4]([CH2:5][CH2:6][NH:7][C@H:15]([CH:17]2[CH2:22][CH2:21][N:20]([C:23]([CH:25]3[CH2:27][CH2:26]3)=[O:24])[CH2:19][CH2:18]2)[CH3:16])=[CH:28][C:29]([O:44][CH3:45])=[C:30]([NH:32][C:33]([NH:35][C:36]2[CH:41]=[N:40][C:39]([C:42]#[N:43])=[CH:38][N:37]=2)=[O:34])[CH:31]=1. The yield is 0.950. (2) The reactants are [F:1][C:2]1([F:25])[CH2:7][CH2:6][CH:5]([CH2:8][C:9]2[N:13]3[CH:14]=[C:15](I)[C:16]([C:18]#[N:19])=[CH:17][C:12]3=[N:11][C:10]=2[C:21]([F:24])([F:23])[F:22])[CH2:4][CH2:3]1.[CH3:26][C:27]1(C)C(C)(C)OB(C=C)O1. The catalyst is C1C=CC([P]([Pd]([P](C2C=CC=CC=2)(C2C=CC=CC=2)C2C=CC=CC=2)([P](C2C=CC=CC=2)(C2C=CC=CC=2)C2C=CC=CC=2)[P](C2C=CC=CC=2)(C2C=CC=CC=2)C2C=CC=CC=2)(C2C=CC=CC=2)C2C=CC=CC=2)=CC=1.O. The product is [F:1][C:2]1([F:25])[CH2:7][CH2:6][CH:5]([CH2:8][C:9]2[N:13]3[CH:14]=[C:15]([CH:26]=[CH2:27])[C:16]([C:18]#[N:19])=[CH:17][C:12]3=[N:11][C:10]=2[C:21]([F:24])([F:23])[F:22])[CH2:4][CH2:3]1. The yield is 0.700. (3) The reactants are [CH:1]12[N:7]([CH2:8][CH2:9][O:10][C:11]3[CH:16]=[CH:15][C:14]([NH2:17])=[CH:13][C:12]=3[C:18]3[N:19]([CH3:24])[N:20]=[CH:21][C:22]=3[Br:23])[CH:4]([CH2:5][CH2:6]1)[CH2:3][CH2:2]2.C1C([N+]([O-])=O)=CC=C([Cl-][C:35]([O-])=[O:36])C=1.[F:38][C:39]1[CH:46]=[C:45]([F:47])[CH:44]=[CH:43][C:40]=1[CH2:41][NH2:42].C(N(CC)C(C)C)(C)C. The catalyst is ClCCCl. The product is [CH:4]12[N:7]([CH2:8][CH2:9][O:10][C:11]3[CH:16]=[CH:15][C:14]([NH:17][C:35]([NH:42][CH2:41][C:40]4[CH:43]=[CH:44][C:45]([F:47])=[CH:46][C:39]=4[F:38])=[O:36])=[CH:13][C:12]=3[C:18]3[N:19]([CH3:24])[N:20]=[CH:21][C:22]=3[Br:23])[CH:1]([CH2:2][CH2:3]1)[CH2:6][CH2:5]2. The yield is 0.870.